Dataset: Forward reaction prediction with 1.9M reactions from USPTO patents (1976-2016). Task: Predict the product of the given reaction. Given the reactants [CH3:1][O:2][C:3]1[CH:11]=[C:10]2[C:6]([CH2:7][N:8]([C:13]3[CH:14]=[C:15]4[C:20](=[CH:21][CH:22]=3)[NH:19][CH2:18][CH2:17]N4)[C:9]2=[O:12])=[CH:5][CH:4]=1.[CH2:23]=O.[C:25]([BH3-])#[N:26].[Na+].[OH-].[Na+], predict the reaction product. The product is: [CH3:23][N:19]1[C:20]2[C:15](=[CH:14][C:13]([N:8]3[CH2:7][C:6]4[C:10](=[CH:11][C:3]([O:2][CH3:1])=[CH:4][CH:5]=4)[C:9]3=[O:12])=[CH:22][CH:21]=2)[N:26]([CH3:25])[CH2:17][CH2:18]1.